This data is from Experimentally validated miRNA-target interactions with 360,000+ pairs, plus equal number of negative samples. The task is: Binary Classification. Given a miRNA mature sequence and a target amino acid sequence, predict their likelihood of interaction. The miRNA is mmu-miR-9-5p with sequence UCUUUGGUUAUCUAGCUGUAUGA. The protein sequence of the target gene is MLKCGMTGGQVKVFGKAVQTLSRVSDELWLDPSEKGLALRSVNSCHSTYGYVLFSSMFFQHYQWSPFATMSDTDLPLNLNCKLAIKSVLPIFRCLNYLERSVEKCTVVARADKCRVVIQFFGKHGIKRTHNVYFQDSQPLKIIFEKSLCANILMIKPRLLTEAIALLTSNQEEVTFSVTPGNFCLKSLSGELLDLTSSVYSEMSFGPEEFDFFQVGLDTEITFCFKELKGILTFSEVMHAPLAIYFDFPGKPVVLSVEDMLLEANFILATLVDYPSRTSSPQLLPLSQARRSHPIQSSAP.... Result: 1 (interaction).